This data is from Full USPTO retrosynthesis dataset with 1.9M reactions from patents (1976-2016). The task is: Predict the reactants needed to synthesize the given product. (1) Given the product [CH3:27][O:28][CH2:29][CH2:30][NH:31][CH2:12][CH:13]1[O:18][C:17]2[CH:19]=[C:20]([S:23]([CH3:26])(=[O:24])=[O:25])[CH:21]=[CH:22][C:16]=2[O:15][CH2:14]1, predict the reactants needed to synthesize it. The reactants are: CC1C=CC(S(O[CH2:12][CH:13]2[O:18][C:17]3[CH:19]=[C:20]([S:23]([CH3:26])(=[O:25])=[O:24])[CH:21]=[CH:22][C:16]=3[O:15][CH2:14]2)(=O)=O)=CC=1.[CH3:27][O:28][CH2:29][CH2:30][NH2:31]. (2) Given the product [CH3:56][O:58][C:31]1[CH:30]=[CH:32][C:33]([C:42]([O:9][CH2:8][C@H:7]2[O:6][C@@H:5]([N:10]3[CH:17]=[C:16]([CH3:18])[C:14](=[O:15])[NH:13][C:11]3=[O:12])[C@H:4]([O:19][CH2:20][CH2:21][O:22][CH3:23])[C@@H:3]2[CH2:2][I:1])([C:43]2[CH:44]=[CH:45][CH:46]=[CH:47][CH:48]=2)[C:49]2[CH:50]=[CH:51][CH:52]=[CH:53][CH:54]=2)=[CH:34][CH:35]=1, predict the reactants needed to synthesize it. The reactants are: [I:1][CH2:2][C@@H:3]1[C@@H:7]([CH2:8][OH:9])[O:6][C@@H:5]([N:10]2[CH:17]=[C:16]([CH3:18])[C:14](=[O:15])[NH:13][C:11]2=[O:12])[C@@H:4]1[O:19][CH2:20][CH2:21][O:22][CH3:23].C(N([CH:30]([CH3:32])[CH3:31])CC)(C)C.[CH2:33]([C:42](Cl)([C:49]1[CH:54]=[CH:53][CH:52]=[CH:51][CH:50]=1)[C:43]1[CH:48]=[CH:47][CH:46]=[CH:45][CH:44]=1)[C:34]1C=CC(OC)=C[CH:35]=1.[C:56](OCC)(=[O:58])C.